From a dataset of Forward reaction prediction with 1.9M reactions from USPTO patents (1976-2016). Predict the product of the given reaction. (1) Given the reactants [C:1]([C:5]1[CH:6]=[CH:7][C:8]([C:13]2[O:14][CH2:15][C:16]([CH3:19])([CH3:18])[N:17]=2)=[C:9]([CH:12]=1)[CH:10]=[O:11])([CH3:4])([CH3:3])[CH3:2].[CH2:20](O)[CH2:21][CH2:22][OH:23], predict the reaction product. The product is: [C:1]([C:5]1[CH:6]=[CH:7][C:8]([C:13]2[O:14][CH2:15][C:16]([CH3:19])([CH3:18])[N:17]=2)=[C:9]([CH:10]2[O:23][CH2:22][CH2:21][CH2:20][O:11]2)[CH:12]=1)([CH3:4])([CH3:2])[CH3:3]. (2) Given the reactants ClC1C=CC(OCC2CCNCC2C2C=CC(Cl)=CC=2)=NC=1.Cl.C([N:31]1[CH2:36][CH2:35][C@H:34]([C@H:37]([O:39][C:40]2[CH:45]=[CH:44][C:43]([Cl:46])=[CH:42][N:41]=2)[CH3:38])[C@@H:33]([C:47]2[CH:52]=[CH:51][C:50]([Cl:53])=[CH:49][CH:48]=2)[CH2:32]1)C1C=CC=CC=1, predict the reaction product. The product is: [Cl:46][C:43]1[CH:44]=[CH:45][C:40]([O:39][C@@H:37]([C@H:34]2[CH2:35][CH2:36][NH:31][CH2:32][C@@H:33]2[C:47]2[CH:48]=[CH:49][C:50]([Cl:53])=[CH:51][CH:52]=2)[CH3:38])=[N:41][CH:42]=1. (3) Given the reactants CS(C)=O.[C-:5]#[N:6].[Na+].[Cl:8][C:9]1[CH:10]=[CH:11][C:12]([O:20][CH2:21][C:22]2[CH:27]=[CH:26][C:25]([Cl:28])=[CH:24][CH:23]=2)=[C:13]([CH:19]=1)[C:14](Cl)=[N:15][O:16][CH3:17], predict the reaction product. The product is: [Cl:8][C:9]1[CH:10]=[CH:11][C:12]([O:20][CH2:21][C:22]2[CH:27]=[CH:26][C:25]([Cl:28])=[CH:24][CH:23]=2)=[C:13]([C:14](=[N:15][O:16][CH3:17])[C:5]#[N:6])[CH:19]=1.